This data is from Catalyst prediction with 721,799 reactions and 888 catalyst types from USPTO. The task is: Predict which catalyst facilitates the given reaction. (1) Reactant: [C:1]([C:3]1[CH:4]=[C:5]([CH:21]([CH3:23])[CH3:22])[C:6]2[O:10][C:9]([C:11]3[CH:19]=[CH:18][C:14]([C:15](O)=[O:16])=[CH:13][CH:12]=3)=[N:8][C:7]=2[CH:20]=1)#[N:2].C(Cl)(=O)C(Cl)=O.[NH2:30][CH2:31][CH:32]1[CH2:37][CH2:36][N:35]([C:38]([O:40][CH2:41][C:42]2[CH:47]=[CH:46][CH:45]=[CH:44][CH:43]=2)=[O:39])[CH2:34][CH2:33]1.C(N(C(C)C)CC)(C)C. Product: [C:1]([C:3]1[CH:4]=[C:5]([CH:21]([CH3:23])[CH3:22])[C:6]2[O:10][C:9]([C:11]3[CH:19]=[CH:18][C:14]([C:15]([NH:30][CH2:31][CH:32]4[CH2:37][CH2:36][N:35]([C:38]([O:40][CH2:41][C:42]5[CH:43]=[CH:44][CH:45]=[CH:46][CH:47]=5)=[O:39])[CH2:34][CH2:33]4)=[O:16])=[CH:13][CH:12]=3)=[N:8][C:7]=2[CH:20]=1)#[N:2]. The catalyst class is: 120. (2) Product: [NH:1]1[C:5]2[CH:6]=[CH:7][C:8]([C:10]([N:12]3[CH2:17][CH2:16][CH2:15][C@@H:14]4[C:18]5[CH:19]=[C:20]([CH:25]6[CH2:26][CH2:27][O:28][CH2:29][CH2:30]6)[CH:21]=[CH:22][C:23]=5[CH2:24][C@H:13]34)=[O:11])=[CH:9][C:4]=2[N:3]=[CH:2]1. Reactant: [NH:1]1[C:5]2[CH:6]=[CH:7][C:8]([C:10]([N:12]3[CH2:17][CH2:16][CH2:15][CH:14]4[C:18]5[CH:19]=[C:20]([C:25]6[CH2:26][CH2:27][O:28][CH2:29][CH:30]=6)[CH:21]=[CH:22][C:23]=5[CH2:24][CH:13]34)=[O:11])=[CH:9][C:4]=2[N:3]=[CH:2]1. The catalyst class is: 43. (3) Reactant: [NH2:1][C:2]1[S:3][C:4]([C:12]2[CH:17]=[CH:16][C:15]([F:18])=[CH:14][CH:13]=2)=[CH:5][C:6]=1[C:7](OCC)=[O:8].Cl.Cl[C:21]([NH2:23])=[NH:22].CS(C)(=O)=O.[OH-].[NH4+]. Product: [NH2:22][C:21]1[NH:23][C:7](=[O:8])[C:6]2[CH:5]=[C:4]([C:12]3[CH:17]=[CH:16][C:15]([F:18])=[CH:14][CH:13]=3)[S:3][C:2]=2[N:1]=1. The catalyst class is: 6.